From a dataset of Forward reaction prediction with 1.9M reactions from USPTO patents (1976-2016). Predict the product of the given reaction. (1) Given the reactants [NH:1]1[CH2:6][CH2:5][O:4][CH2:3][CH2:2]1.C([O-])([O-])=O.[K+].[K+].[Cl:13][C:14]1[CH:19]=[CH:18][N:17]=[C:16]2[N:20]([S:39]([C:42]3[CH:47]=[CH:46][C:45]([CH3:48])=[CH:44][CH:43]=3)(=[O:41])=[O:40])[C:21]([C:23]3[C:27]4=[N:28][C:29]([O:34][CH3:35])=[C:30]([O:32][CH3:33])[CH:31]=[C:26]4[N:25]([CH2:36][CH2:37]I)[CH:24]=3)=[CH:22][C:15]=12, predict the reaction product. The product is: [Cl:13][C:14]1[CH:19]=[CH:18][N:17]=[C:16]2[N:20]([S:39]([C:42]3[CH:43]=[CH:44][C:45]([CH3:48])=[CH:46][CH:47]=3)(=[O:40])=[O:41])[C:21]([C:23]3[C:27]4=[N:28][C:29]([O:34][CH3:35])=[C:30]([O:32][CH3:33])[CH:31]=[C:26]4[N:25]([CH2:36][CH2:37][N:1]4[CH2:6][CH2:5][O:4][CH2:3][CH2:2]4)[CH:24]=3)=[CH:22][C:15]=12. (2) The product is: [OH:1][C:2]1[CH:7]=[CH:6][C:5]([C@H:8]([NH:19][S@@:17]([C:14]([CH3:16])([CH3:15])[CH3:13])=[O:18])[CH3:9])=[CH:4][C:3]=1[O:11][CH3:12]. Given the reactants [OH:1][C:2]1[CH:7]=[CH:6][C:5]([C:8](=O)[CH3:9])=[CH:4][C:3]=1[O:11][CH3:12].[CH3:13][C:14]([S@:17]([NH-:19])=[O:18])([CH3:16])[CH3:15].[BH4-].[Na+], predict the reaction product. (3) Given the reactants [F:1][C:2]1[CH:3]=[C:4]([CH2:8][CH2:9][NH2:10])[CH:5]=[CH:6][CH:7]=1.[S:11]1[CH2:17][C:15](=[O:16])[NH:14][C:12]1=S.CCN(C(C)C)C(C)C, predict the reaction product. The product is: [F:1][C:2]1[CH:3]=[C:4]([CH2:8][CH2:9][NH:10][C:12]2[S:11][CH2:17][C:15](=[O:16])[N:14]=2)[CH:5]=[CH:6][CH:7]=1. (4) Given the reactants [Cl:1][C:2]1[C:3]([CH3:18])=[C:4]([NH:10][C@H:11]([C@H:15]([OH:17])[CH3:16])[C:12]([OH:14])=O)[CH:5]=[CH:6][C:7]=1[C:8]#[N:9].[OH:19][C:20]1[CH:21]=[C:22]([CH:27]=[CH:28][CH:29]=1)[C:23]([NH:25][NH2:26])=[O:24].ClC1C(C)=C(N[C@H]([C@@H](O)C)C(NNC(=O)C2C=CC=CC=2)=O)C=CC=1C#N, predict the reaction product. The product is: [Cl:1][C:2]1[C:3]([CH3:18])=[C:4]([NH:10][C@H:11]([C@H:15]([OH:17])[CH3:16])[C:12]([NH:26][NH:25][C:23](=[O:24])[C:22]2[CH:27]=[CH:28][CH:29]=[C:20]([OH:19])[CH:21]=2)=[O:14])[CH:5]=[CH:6][C:7]=1[C:8]#[N:9]. (5) Given the reactants [NH2:1][C:2]1[N:3]=[C:4]([C:21]2[CH:26]=[CH:25][C:24]([F:27])=[CH:23][C:22]=2[CH3:28])[C:5]2[CH:11]=[CH:10][C:9](=[O:12])[N:8]([C:13]3[C:18]([F:19])=[CH:17][CH:16]=[CH:15][C:14]=3[F:20])[C:6]=2[N:7]=1.[H-].[Na+].[CH:31]1([C:34](Cl)=[O:35])[CH2:33][CH2:32]1, predict the reaction product. The product is: [F:20][C:14]1[CH:15]=[CH:16][CH:17]=[C:18]([F:19])[C:13]=1[N:8]1[C:6]2[N:7]=[C:2]([NH:1][C:34]([CH:31]3[CH2:33][CH2:32]3)=[O:35])[N:3]=[C:4]([C:21]3[CH:26]=[CH:25][C:24]([F:27])=[CH:23][C:22]=3[CH3:28])[C:5]=2[CH:11]=[CH:10][C:9]1=[O:12]. (6) Given the reactants [OH:1][C:2]1[CH:3]=[C:4]([CH:7]=[CH:8][C:9]=1[O:10][CH3:11])[CH:5]=[O:6].C(=O)([O-])[O-].[K+].[K+].Br[CH2:19][CH2:20][CH3:21], predict the reaction product. The product is: [CH2:19]([O:1][C:2]1[CH:3]=[C:4]([CH:7]=[CH:8][C:9]=1[O:10][CH3:11])[CH:5]=[O:6])[CH2:20][CH3:21]. (7) Given the reactants [CH3:1][NH:2][C:3]1[CH:8]=[CH:7][CH:6]=[CH:5][CH:4]=1.CC(C)([O-])C.[Na+].C(P(C(C)(C)C)C1C=CC=CC=1C1C=CC=CC=1)(C)(C)C.Br[C:37]1[CH:38]=[C:39]2[C:43](=[C:44]([C:46]#[N:47])[CH:45]=1)[N:42]([CH2:48][O:49][CH2:50][CH2:51][Si:52]([CH3:55])([CH3:54])[CH3:53])[CH:41]=[C:40]2[CH:56]1[CH2:61][CH2:60][N:59]([S:62]([CH2:65][CH3:66])(=[O:64])=[O:63])[CH2:58][CH2:57]1, predict the reaction product. The product is: [CH2:65]([S:62]([N:59]1[CH2:58][CH2:57][CH:56]([C:40]2[C:39]3[C:43](=[C:44]([C:46]#[N:47])[CH:45]=[C:37]([N:2]([CH3:1])[C:3]4[CH:8]=[CH:7][CH:6]=[CH:5][CH:4]=4)[CH:38]=3)[N:42]([CH2:48][O:49][CH2:50][CH2:51][Si:52]([CH3:55])([CH3:53])[CH3:54])[CH:41]=2)[CH2:61][CH2:60]1)(=[O:63])=[O:64])[CH3:66].